This data is from NCI-60 drug combinations with 297,098 pairs across 59 cell lines. The task is: Regression. Given two drug SMILES strings and cell line genomic features, predict the synergy score measuring deviation from expected non-interaction effect. (1) Drug 1: CC1=C(C=C(C=C1)NC2=NC=CC(=N2)N(C)C3=CC4=NN(C(=C4C=C3)C)C)S(=O)(=O)N.Cl. Drug 2: CC(C)CN1C=NC2=C1C3=CC=CC=C3N=C2N. Cell line: NCI-H226. Synergy scores: CSS=7.78, Synergy_ZIP=-1.41, Synergy_Bliss=0.459, Synergy_Loewe=-2.34, Synergy_HSA=-2.27. (2) Drug 1: C1C(C(OC1N2C=NC3=C(N=C(N=C32)Cl)N)CO)O. Drug 2: CNC(=O)C1=NC=CC(=C1)OC2=CC=C(C=C2)NC(=O)NC3=CC(=C(C=C3)Cl)C(F)(F)F. Cell line: OVCAR-5. Synergy scores: CSS=21.9, Synergy_ZIP=-9.37, Synergy_Bliss=0.287, Synergy_Loewe=-34.8, Synergy_HSA=-2.29.